The task is: Predict which catalyst facilitates the given reaction.. This data is from Catalyst prediction with 721,799 reactions and 888 catalyst types from USPTO. (1) Reactant: [CH:1]1([CH:7]([NH:22][C:23]2[CH:28]=[CH:27][C:26]([C:29]([N:31]([CH3:39])[CH2:32][CH2:33][C:34]([O:36]CC)=[O:35])=[O:30])=[CH:25][CH:24]=2)[C:8]2[S:16][C:15]3[C:10](=[N:11][CH:12]=[C:13]([C:17]([F:20])([F:19])[F:18])[CH:14]=3)[C:9]=2[CH3:21])[CH2:6][CH2:5][CH2:4][CH2:3][CH2:2]1.O1CCCC1.[OH-].[Na+]. Product: [CH:1]1([CH:7]([NH:22][C:23]2[CH:24]=[CH:25][C:26]([C:29]([N:31]([CH3:39])[CH2:32][CH2:33][C:34]([OH:36])=[O:35])=[O:30])=[CH:27][CH:28]=2)[C:8]2[S:16][C:15]3[C:10](=[N:11][CH:12]=[C:13]([C:17]([F:20])([F:19])[F:18])[CH:14]=3)[C:9]=2[CH3:21])[CH2:6][CH2:5][CH2:4][CH2:3][CH2:2]1. The catalyst class is: 8. (2) Reactant: [CH3:1][O:2][CH2:3][CH2:4][O:5][C:6]1[CH:11]=[CH:10][C:9]([C:12]2[C:16]3[CH:17]=[C:18]([O:21][CH2:22][C:23]4[CH:28]=[CH:27][C:26]([C@@H:29]([C:36]#[C:37][CH3:38])[CH2:30][C:31]([O:33]CC)=[O:32])=[CH:25][CH:24]=4)[CH:19]=[CH:20][C:15]=3[S:14][CH:13]=2)=[C:8]([CH3:39])[CH:7]=1.[Li+].[OH-].Cl. Product: [CH3:1][O:2][CH2:3][CH2:4][O:5][C:6]1[CH:11]=[CH:10][C:9]([C:12]2[C:16]3[CH:17]=[C:18]([O:21][CH2:22][C:23]4[CH:28]=[CH:27][C:26]([C@@H:29]([C:36]#[C:37][CH3:38])[CH2:30][C:31]([OH:33])=[O:32])=[CH:25][CH:24]=4)[CH:19]=[CH:20][C:15]=3[S:14][CH:13]=2)=[C:8]([CH3:39])[CH:7]=1. The catalyst class is: 14. (3) Reactant: [C:1]([O:4][CH:5]1[CH2:13][C:12]2[C:7](=[CH:8][CH:9]=[CH:10][CH:11]=2)[CH2:6]1)(=[O:3])[CH3:2].[N+:14]([O-])([OH:16])=[O:15]. Product: [C:1]([O:4][CH:5]1[CH2:13][C:12]2[C:7](=[CH:8][CH:9]=[C:10]([N+:14]([O-:16])=[O:15])[CH:11]=2)[CH2:6]1)(=[O:3])[CH3:2]. The catalyst class is: 55. (4) Reactant: O.C1(C)C=CC(S(O)(=O)=O)=CC=1.C([O:16][C:17]1[CH:22]=[C:21]([CH2:23][CH2:24][C:25]2[CH:30]=[CH:29][CH:28]=[CH:27][CH:26]=2)[CH:20]=[C:19]([O:31]C(=O)C)[C:18]=1[O:35]C(=O)C)(=O)C. Product: [CH2:23]([C:21]1[CH:22]=[C:17]([OH:16])[C:18]([OH:35])=[C:19]([OH:31])[CH:20]=1)[CH2:24][C:25]1[CH:26]=[CH:27][CH:28]=[CH:29][CH:30]=1. The catalyst class is: 5.